From a dataset of Reaction yield outcomes from USPTO patents with 853,638 reactions. Predict the reaction yield, written as a fraction of the theoretical maximum amount of product (1.0 means a 100% yield; for example, 0.34 means a 34% yield). (1) The reactants are [CH2:1]([C:3]1[N:12]=[C:11]2[C:6]([C:7](O)=[CH:8][CH:9]=[N:10]2)=[CH:5][CH:4]=1)[CH3:2].O=P(Cl)(Cl)[Cl:16]. No catalyst specified. The product is [Cl:16][C:7]1[CH:8]=[CH:9][N:10]=[C:11]2[C:6]=1[CH:5]=[CH:4][C:3]([CH2:1][CH3:2])=[N:12]2. The yield is 0.830. (2) The reactants are C(O[C:4](=[O:21])[C:5](=[C:11]([S:19][CH3:20])[NH:12][C:13]1[CH:18]=[CH:17][CH:16]=[CH:15][CH:14]=1)[C:6]([O:8][CH2:9][CH3:10])=[O:7])C. The catalyst is ClC1C=CC=CC=1Cl. The product is [CH2:9]([O:8][C:6]([C:5]1[C:11]([S:19][CH3:20])=[N:12][C:13]2[C:14]([C:4]=1[OH:21])=[CH:15][CH:16]=[CH:17][CH:18]=2)=[O:7])[CH3:10]. The yield is 0.350. (3) The reactants are [OH:1]O.[CH:3]([C:6]1[C:7]([CH3:12])=[N:8][CH:9]=[CH:10][CH:11]=1)([CH3:5])[CH3:4]. The catalyst is CC(O)=O. The product is [CH:3]([C:6]1[C:7]([CH3:12])=[N+:8]([O-:1])[CH:9]=[CH:10][CH:11]=1)([CH3:5])[CH3:4]. The yield is 0.940. (4) The reactants are CCN(C(C)C)C(C)C.[CH3:10][O:11][C:12]1[CH:20]=[CH:19][CH:18]=[CH:17][C:13]=1[C:14]([OH:16])=O.C1C=CC2N(O)N=NC=2C=1.CCN=C=NCCCN(C)C.Cl.[O:43]=[C:44]([N:61]1[CH2:66][CH2:65][NH:64][CH2:63][CH2:62]1)[CH2:45][NH:46][C:47]([C:49]1[CH:54]=[CH:53][C:52]([C:55]2[CH:60]=[CH:59][CH:58]=[CH:57][CH:56]=2)=[CH:51][CH:50]=1)=[O:48]. The catalyst is CN(C=O)C.O. The product is [CH3:10][O:11][C:12]1[CH:20]=[CH:19][CH:18]=[CH:17][C:13]=1[C:14]([N:64]1[CH2:63][CH2:62][N:61]([C:44](=[O:43])[CH2:45][NH:46][C:47]([C:49]2[CH:54]=[CH:53][C:52]([C:55]3[CH:60]=[CH:59][CH:58]=[CH:57][CH:56]=3)=[CH:51][CH:50]=2)=[O:48])[CH2:66][CH2:65]1)=[O:16]. The yield is 0.930. (5) The reactants are [Cl:1][C:2]1[C:7]([O:8][CH3:9])=[CH:6][C:5]([O:10][CH3:11])=[C:4]([Cl:12])[C:3]=1[N:13]1[CH2:22][C:21]2[C:16](=[N:17][C:18](S(C)(=O)=O)=[N:19][CH:20]=2)[N:15]([CH3:27])[C:14]1=[O:28].[CH3:29][C:30]1[CH:36]=[CH:35][CH:34]=[C:33]([N+:37]([O-:39])=[O:38])[C:31]=1[NH2:32].C([O-])(C)(C)C.[K+]. The catalyst is CN(C)C=O. The product is [Cl:1][C:2]1[C:7]([O:8][CH3:9])=[CH:6][C:5]([O:10][CH3:11])=[C:4]([Cl:12])[C:3]=1[N:13]1[CH2:22][C:21]2[C:16](=[N:17][C:18]([NH:32][C:31]3[C:33]([N+:37]([O-:39])=[O:38])=[CH:34][CH:35]=[CH:36][C:30]=3[CH3:29])=[N:19][CH:20]=2)[N:15]([CH3:27])[C:14]1=[O:28]. The yield is 0.560.